From a dataset of Forward reaction prediction with 1.9M reactions from USPTO patents (1976-2016). Predict the product of the given reaction. (1) Given the reactants [Cl:1][C:2]1[CH:3]=[CH:4][C:5]2[N:6]([C:8]([CH:17]3[CH:22]=[CH:21][N:20](C(OCC)=O)[N:19]=[CH:18]3)=[C:9]([C:11]3[CH:16]=[CH:15][CH:14]=[CH:13][CH:12]=3)[N:10]=2)[N:7]=1.C1(Cl)C(Cl)=C(Cl)C(=O)C(=O)C=1Cl.[OH-].[Na+], predict the reaction product. The product is: [Cl:1][C:2]1[CH:3]=[CH:4][C:5]2[N:6]([C:8]([C:17]3[CH:22]=[CH:21][N:20]=[N:19][CH:18]=3)=[C:9]([C:11]3[CH:12]=[CH:13][CH:14]=[CH:15][CH:16]=3)[N:10]=2)[N:7]=1. (2) Given the reactants C[C:2]1[CH:7]=[C:6]([S:8][C:9]2[CH:14]=[CH:13][C:12]([O:15]C)=[C:11]([CH:17]([CH3:19])[CH3:18])[CH:10]=2)[C:5]([CH3:20])=[CH:4][C:3]=1[O:21]C.[C:23](OCC)(=O)C, predict the reaction product. The product is: [CH3:20][C:5]1[CH:4]=[C:3]([OH:21])[CH:2]=[C:7]([CH3:23])[C:6]=1[S:8][C:9]1[CH:14]=[CH:13][C:12]([OH:15])=[C:11]([CH:17]([CH3:18])[CH3:19])[CH:10]=1.